From a dataset of NCI-60 drug combinations with 297,098 pairs across 59 cell lines. Regression. Given two drug SMILES strings and cell line genomic features, predict the synergy score measuring deviation from expected non-interaction effect. (1) Drug 1: CC1=C2C(C(=O)C3(C(CC4C(C3C(C(C2(C)C)(CC1OC(=O)C(C(C5=CC=CC=C5)NC(=O)OC(C)(C)C)O)O)OC(=O)C6=CC=CC=C6)(CO4)OC(=O)C)OC)C)OC. Drug 2: CCN(CC)CCNC(=O)C1=C(NC(=C1C)C=C2C3=C(C=CC(=C3)F)NC2=O)C. Cell line: SK-OV-3. Synergy scores: CSS=41.8, Synergy_ZIP=2.24, Synergy_Bliss=1.99, Synergy_Loewe=-3.68, Synergy_HSA=2.95. (2) Cell line: LOX IMVI. Synergy scores: CSS=15.5, Synergy_ZIP=-5.91, Synergy_Bliss=1.41, Synergy_Loewe=-9.64, Synergy_HSA=1.26. Drug 1: CN(CCCl)CCCl.Cl. Drug 2: C(CC(=O)O)C(=O)CN.Cl. (3) Drug 1: CCC(=C(C1=CC=CC=C1)C2=CC=C(C=C2)OCCN(C)C)C3=CC=CC=C3.C(C(=O)O)C(CC(=O)O)(C(=O)O)O. Drug 2: C1CCC(C(C1)N)N.C(=O)(C(=O)[O-])[O-].[Pt+4]. Cell line: TK-10. Synergy scores: CSS=13.9, Synergy_ZIP=-4.60, Synergy_Bliss=-2.54, Synergy_Loewe=-7.06, Synergy_HSA=-1.23. (4) Drug 1: C1=CC(=CC=C1CCCC(=O)O)N(CCCl)CCCl. Drug 2: CC(C)CN1C=NC2=C1C3=CC=CC=C3N=C2N. Cell line: NCIH23. Synergy scores: CSS=39.0, Synergy_ZIP=-2.97, Synergy_Bliss=-9.45, Synergy_Loewe=-10.2, Synergy_HSA=-10.0.